Dataset: Full USPTO retrosynthesis dataset with 1.9M reactions from patents (1976-2016). Task: Predict the reactants needed to synthesize the given product. Given the product [NH2:8][C:9]1[C:23]([C:24]([OH:26])=[O:25])=[C:12]2[N:13]=[C:14]([O:17][CH2:18][CH2:19][N:20]([CH3:22])[CH3:21])[CH:15]=[CH:16][N:11]2[N:10]=1, predict the reactants needed to synthesize it. The reactants are: C1([SiH3])C=CC=CC=1.[NH2:8][C:9]1[C:23]([C:24]([O:26]CC=C)=[O:25])=[C:12]2[N:13]=[C:14]([O:17][CH2:18][CH2:19][N:20]([CH3:22])[CH3:21])[CH:15]=[CH:16][N:11]2[N:10]=1.CCOCC.